From a dataset of Catalyst prediction with 721,799 reactions and 888 catalyst types from USPTO. Predict which catalyst facilitates the given reaction. (1) Reactant: O=P(Cl)(Cl)[Cl:3].[C:6]([C:8]1[C:9]([C:21]2[CH:26]=[CH:25][CH:24]=[C:23]([N+:27]([O-:29])=[O:28])[CH:22]=2)=[N:10][C:11]([C:15]2[CH:20]=[CH:19][CH:18]=[CH:17][CH:16]=2)=[N:12][C:13]=1O)#[N:7].CN(C)C1C=CC=CC=1. Product: [Cl:3][C:13]1[N:12]=[C:11]([C:15]2[CH:20]=[CH:19][CH:18]=[CH:17][CH:16]=2)[N:10]=[C:9]([C:21]2[CH:26]=[CH:25][CH:24]=[C:23]([N+:27]([O-:29])=[O:28])[CH:22]=2)[C:8]=1[C:6]#[N:7]. The catalyst class is: 12. (2) Reactant: [Br:1][C:2]1[CH:17]=[CH:16][C:5]([CH2:6][NH:7][CH2:8][C:9]([O:11][C:12]([CH3:15])([CH3:14])[CH3:13])=[O:10])=[CH:4][CH:3]=1.[CH3:18][O:19][C:20]1[CH:25]=[CH:24][C:23]([CH2:26][C:27]([NH:29][C:30]2[CH:38]=[CH:37][C:33]([C:34](O)=[O:35])=[CH:32][CH:31]=2)=[O:28])=[C:22]([C:39]([F:42])([F:41])[F:40])[CH:21]=1.C1CN([P+](ON2N=NC3C=CC=CC2=3)(N2CCCC2)N2CCCC2)CC1.F[P-](F)(F)(F)(F)F. Product: [Br:1][C:2]1[CH:3]=[CH:4][C:5]([CH2:6][N:7]([CH2:8][C:9]([O:11][C:12]([CH3:13])([CH3:14])[CH3:15])=[O:10])[C:34](=[O:35])[C:33]2[CH:37]=[CH:38][C:30]([NH:29][C:27](=[O:28])[CH2:26][C:23]3[CH:24]=[CH:25][C:20]([O:19][CH3:18])=[CH:21][C:22]=3[C:39]([F:42])([F:40])[F:41])=[CH:31][CH:32]=2)=[CH:16][CH:17]=1. The catalyst class is: 499. (3) Reactant: [CH3:1][Mg+].[Br-].[F:4][C:5]1[C:13]([CH:14]=[N:15][S@:16]([C:18]([CH3:21])([CH3:20])[CH3:19])=[O:17])=[CH:12][CH:11]=[C:10]2[C:6]=1[CH:7]=[C:8]([CH3:22])[NH:9]2. Product: [F:4][C:5]1[C:13]([C@H:14]([NH:15][S@:16]([C:18]([CH3:19])([CH3:21])[CH3:20])=[O:17])[CH3:1])=[CH:12][CH:11]=[C:10]2[C:6]=1[CH:7]=[C:8]([CH3:22])[NH:9]2. The catalyst class is: 1.